Dataset: Peptide-MHC class I binding affinity with 185,985 pairs from IEDB/IMGT. Task: Regression. Given a peptide amino acid sequence and an MHC pseudo amino acid sequence, predict their binding affinity value. This is MHC class I binding data. (1) The peptide sequence is ATLLSQVEV. The MHC is HLA-A31:01 with pseudo-sequence HLA-A31:01. The binding affinity (normalized) is 0.0847. (2) The peptide sequence is GILGSLGLR. The MHC is HLA-A02:01 with pseudo-sequence HLA-A02:01. The binding affinity (normalized) is 0.243. (3) The peptide sequence is CIFYDRDDVL. The MHC is HLA-A68:02 with pseudo-sequence HLA-A68:02. The binding affinity (normalized) is 0.329. (4) The peptide sequence is MIYDLNAVTT. The MHC is HLA-A02:01 with pseudo-sequence HLA-A02:01. The binding affinity (normalized) is 0.480. (5) The peptide sequence is IVNCLSLSNL. The MHC is HLA-A02:03 with pseudo-sequence HLA-A02:03. The binding affinity (normalized) is 0.551.